This data is from Forward reaction prediction with 1.9M reactions from USPTO patents (1976-2016). The task is: Predict the product of the given reaction. (1) Given the reactants C(OC(=O)[NH:7][CH2:8][C:9]1[CH:14]=[CH:13][CH:12]=[C:11]([C:15]2[CH:20]=[N:19][C:18]([C:21]([F:24])([F:23])[F:22])=[CH:17][N:16]=2)[CH:10]=1)(C)(C)C.FC(F)(F)C(O)=O, predict the reaction product. The product is: [F:24][C:21]([F:22])([F:23])[C:18]1[N:19]=[CH:20][C:15]([C:11]2[CH:10]=[C:9]([CH:14]=[CH:13][CH:12]=2)[CH2:8][NH2:7])=[N:16][CH:17]=1. (2) Given the reactants [CH3:1][C:2]([CH3:4])=O.Cl.[NH:6]1[CH2:11][CH2:10][CH:9]([CH2:12][N:13]2[C:21]3[C:16](=[CH:17][CH:18]=[CH:19][CH:20]=3)[C:15]3([C:34]4[C:24](=[CH:25][C:26]5[O:31][CH2:30][C:29](=O)[O:28][C:27]=5[CH:33]=4)[O:23][CH2:22]3)[CH2:14]2)[CH2:8][CH2:7]1.C(N(CC)CC)C.C(O[BH-](OC(=O)C)OC(=O)C)(=[O:44])C.[Na+], predict the reaction product. The product is: [CH3:1][CH:2]([N:6]1[CH2:11][CH2:10][CH:9]([CH2:12][N:13]2[C:21]3[C:16](=[CH:17][CH:18]=[CH:19][CH:20]=3)[C:15]3([C:34]4[C:24](=[CH:25][C:26]5[O:31][CH2:30][CH2:29][O:28][C:27]=5[CH:33]=4)[O:23][CH2:22]3)[C:14]2=[O:44])[CH2:8][CH2:7]1)[CH3:4]. (3) Given the reactants [F:1][CH:2]([P:4](=[O:11])([O:8][CH2:9][CH3:10])[O:5][CH2:6][CH3:7])[F:3].[Li+].CC([N-]C(C)C)C.[CH3:20][C@H:21]1[N:26]([C:27]([C:29]2[CH:34]=[CH:33][CH:32]=[CH:31][C:30]=2[N:35]2[N:39]=[CH:38][CH:37]=[N:36]2)=[O:28])[CH2:25][C@H:24]([O:40][C:41]2[CH:46]=[C:45]([C:47]([OH:51])(CC)[CH3:48])[CH:44]=[CH:43][N:42]=2)[CH2:23][CH2:22]1, predict the reaction product. The product is: [CH2:9]([O:8][P:4]([C:2]([F:3])([F:1])[C:47]([OH:51])([C:45]1[CH:44]=[CH:43][N:42]=[C:41]([O:40][CH:24]2[CH2:23][CH2:22][CH:21]([CH3:20])[N:26]([C:27](=[O:28])[C:29]3[CH:34]=[CH:33][CH:32]=[CH:31][C:30]=3[N:35]3[N:36]=[CH:37][CH:38]=[N:39]3)[CH2:25]2)[CH:46]=1)[CH3:48])(=[O:11])[O:5][CH2:6][CH3:7])[CH3:10]. (4) The product is: [Cl:1][C:2]1[C:11]2[C:10](=[O:12])[N:9]([CH2:23][C@@H:24]3[CH2:28][O:27][C:26]([CH3:30])([CH3:29])[O:25]3)[CH:8]=[N:7][C:6]=2[N:5]([CH3:13])[C:4](=[O:14])[C:3]=1[CH3:15]. Given the reactants [Cl:1][C:2]1[C:11]2[C:10](=[O:12])[NH:9][CH:8]=[N:7][C:6]=2[N:5]([CH3:13])[C:4](=[O:14])[C:3]=1[CH3:15].C(=O)([O-])[O-].[Cs+].[Cs+].Cl[CH2:23][C@@H:24]1[CH2:28][O:27][C:26]([CH3:30])([CH3:29])[O:25]1.C(Cl)Cl, predict the reaction product.